From a dataset of Reaction yield outcomes from USPTO patents with 853,638 reactions. Predict the reaction yield, written as a fraction of the theoretical maximum amount of product (1.0 means a 100% yield; for example, 0.34 means a 34% yield). (1) The reactants are Cl[C:2]1[NH:3][C:4]([C:12]2[CH:17]=[CH:16][CH:15]=[CH:14][C:13]=2[F:18])=[C:5]([CH3:11])[C:6]=1[C:7]([O:9][CH3:10])=[O:8]. The catalyst is CO.[C].[Pd]. The product is [F:18][C:13]1[CH:14]=[CH:15][CH:16]=[CH:17][C:12]=1[C:4]1[NH:3][CH:2]=[C:6]([C:7]([O:9][CH3:10])=[O:8])[C:5]=1[CH3:11]. The yield is 0.760. (2) The reactants are [CH3:1][C:2]1[CH:7]=[C:6]([CH3:8])[N:5]2[N:9]=[C:10]([SH:12])[N:11]=[C:4]2[N:3]=1.[F:13][C:14]1[CH:15]=[C:16]([CH:21]=[CH:22][C:23]=1[F:24])[O:17][CH2:18][CH2:19][Br:20].ClC1C=CC(OCCBr)=CC=1F.FC1C=C(O)C=CC=1F.BrCCBr. No catalyst specified. The product is [F:13][C:14]1[CH:15]=[C:16]([CH:21]=[CH:22][C:23]=1[F:24])[O:17][CH2:18][CH2:19][S:12][C:10]1[N:11]=[C:4]2[N:3]=[C:2]([CH3:1])[CH:7]=[C:6]([CH3:8])[N:5]2[N:9]=1.[F:13][C:14]1[CH:15]=[C:16]([CH:21]=[CH:22][C:23]=1[F:24])[O:17][CH2:18][CH2:19][Br:20]. The yield is 0.360. (3) The catalyst is CN(C=O)C.C1COCC1. The product is [I:1][C:2]1[CH:3]=[C:4]([CH:8]=[CH:9][C:10]=1[CH3:11])[CH:5]=[O:6]. The yield is 0.180. The reactants are [I:1][C:2]1[CH:3]=[C:4]([CH:8]=[CH:9][C:10]=1[CH3:11])[C:5](O)=[O:6].C(Cl)(=O)C(Cl)=O.[C@H](O)(C([O-])=O)[C@@H](O)C([O-])=O.[Na+].[K+].